Dataset: Peptide-MHC class I binding affinity with 185,985 pairs from IEDB/IMGT. Task: Regression. Given a peptide amino acid sequence and an MHC pseudo amino acid sequence, predict their binding affinity value. This is MHC class I binding data. (1) The peptide sequence is RIRTWKSLVK. The MHC is HLA-B44:03 with pseudo-sequence HLA-B44:03. The binding affinity (normalized) is 0. (2) The peptide sequence is FQYVSYSNFI. The MHC is HLA-A02:01 with pseudo-sequence HLA-A02:01. The binding affinity (normalized) is 0.327. (3) The binding affinity (normalized) is 0.135. The MHC is HLA-A02:06 with pseudo-sequence HLA-A02:06. The peptide sequence is QAFTFSPTYK. (4) The peptide sequence is YQHLHTAPK. The MHC is HLA-B08:01 with pseudo-sequence HLA-B08:01. The binding affinity (normalized) is 0.209. (5) The peptide sequence is LVNHYFQTR. The MHC is HLA-A02:01 with pseudo-sequence HLA-A02:01. The binding affinity (normalized) is 0. (6) The peptide sequence is KTVRYWHRF. The MHC is HLA-A02:03 with pseudo-sequence HLA-A02:03. The binding affinity (normalized) is 0.0847. (7) The peptide sequence is YVRGYLRGY. The MHC is HLA-A30:01 with pseudo-sequence HLA-A30:01. The binding affinity (normalized) is 0.0922. (8) The peptide sequence is SELVIGAVI. The binding affinity (normalized) is 0.408. The MHC is HLA-B44:02 with pseudo-sequence HLA-B44:02. (9) The peptide sequence is YEQVVMDYL. The MHC is HLA-B18:01 with pseudo-sequence HLA-B18:01. The binding affinity (normalized) is 0.459.